Dataset: Full USPTO retrosynthesis dataset with 1.9M reactions from patents (1976-2016). Task: Predict the reactants needed to synthesize the given product. (1) Given the product [Cl:3][C:4]1[CH:9]=[C:8]([N:10]2[CH2:15][CH2:14][CH:13]([NH:16][C:18]3[N:34]=[C:21]4[C:22]([C:26]5[CH:31]=[CH:30][C:29]([F:32])=[C:28]([F:33])[CH:27]=5)=[CH:23][CH:24]=[CH:25][N:20]4[N:19]=3)[CH2:12][CH2:11]2)[CH:7]=[CH:6][N:5]=1, predict the reactants needed to synthesize it. The reactants are: Cl.Cl.[Cl:3][C:4]1[CH:9]=[C:8]([N:10]2[CH2:15][CH2:14][CH:13]([NH2:16])[CH2:12][CH2:11]2)[CH:7]=[CH:6][N:5]=1.Br[C:18]1[N:34]=[C:21]2[C:22]([C:26]3[CH:31]=[CH:30][C:29]([F:32])=[C:28]([F:33])[CH:27]=3)=[CH:23][CH:24]=[CH:25][N:20]2[N:19]=1.C1(P(C2C=CC=CC=2)C2C3OC4C(=CC=CC=4P(C4C=CC=CC=4)C4C=CC=CC=4)C(C)(C)C=3C=CC=2)C=CC=CC=1.[O-]C1C=CC=CC=1.[Na+]. (2) Given the product [Br:23][C:2]1([C:6]2[Se:7][CH:8]=[CH:9][C:10]=2[C:11]2[Se:12][CH:13]=[CH:14][CH:15]=2)[CH2:3][CH:4]=[CH:5][Se:1]1, predict the reactants needed to synthesize it. The reactants are: [Se:1]1[CH:5]=[CH:4][CH:3]=[C:2]1[C:6]1[Se:7][CH:8]=[CH:9][C:10]=1[C:11]1[Se:12][CH:13]=[CH:14][CH:15]=1.C1C(=O)N([Br:23])C(=O)C1. (3) Given the product [C:1]([NH:4][C:5]1[CH:6]=[C:7]([CH:11]2[CH2:12][CH2:13][N:14]([CH2:17][CH2:18][CH2:19][NH:20][C:21]([N:23]3[C@@H:28]([C:29]4[CH:34]=[CH:33][C:32]([F:35])=[C:31]([F:36])[CH:30]=4)[C:27]([C:37]([O:39][CH3:40])=[O:38])=[C:26]([CH2:41][O:42][CH3:43])[NH:25][C:24]3=[O:44])=[O:22])[CH2:15][CH2:16]2)[CH:8]=[CH:9][CH:10]=1)(=[O:3])[CH3:2], predict the reactants needed to synthesize it. The reactants are: [C:1]([NH:4][C:5]1[CH:6]=[C:7]([C:11]2[CH2:12][CH2:13][N:14]([CH2:17][CH2:18][CH2:19][NH:20][C:21]([N:23]3[C@@H:28]([C:29]4[CH:34]=[CH:33][C:32]([F:35])=[C:31]([F:36])[CH:30]=4)[C:27]([C:37]([O:39][CH3:40])=[O:38])=[C:26]([CH2:41][O:42][CH3:43])[NH:25][C:24]3=[O:44])=[O:22])[CH2:15][CH:16]=2)[CH:8]=[CH:9][CH:10]=1)(=[O:3])[CH3:2]. (4) Given the product [CH2:1]([O:3][C:4]([C:6]1[C:7]([OH:25])=[C:8]2[C:14]([Br:15])=[C:13]([Br:16])[N:12]([CH2:17][C:18]3[CH:23]=[CH:22][C:21]([O:28][CH3:26])=[CH:20][CH:19]=3)[C:9]2=[CH:10][N:11]=1)=[O:5])[CH3:2], predict the reactants needed to synthesize it. The reactants are: [CH2:1]([O:3][C:4]([C:6]1[C:7]([OH:25])=[C:8]2[C:14]([Br:15])=[C:13]([Br:16])[N:12]([CH2:17][C:18]3[CH:23]=[CH:22][C:21](F)=[CH:20][CH:19]=3)[C:9]2=[CH:10][N:11]=1)=[O:5])[CH3:2].[CH2:26]([O:28]C(C1C=CNC=1C)=O)C.COC1C=CC(CBr)=CC=1. (5) Given the product [C:30]([O:29][C:24](=[O:28])[C@@H:25]([O:23][C:21]1[CH:20]=[CH:19][C:16]2[C:17]3[N:11]([CH2:12][CH2:13][O:14][C:15]=2[CH:22]=1)[CH:10]=[C:9]([C:8]1[N:4]([CH:1]([CH3:3])[CH3:2])[N:5]=[CH:6][N:7]=1)[N:18]=3)[CH3:27])([CH3:33])([CH3:32])[CH3:31], predict the reactants needed to synthesize it. The reactants are: [CH:1]([N:4]1[C:8]([C:9]2[N:18]=[C:17]3[N:11]([CH2:12][CH2:13][O:14][C:15]4[CH:22]=[C:21]([OH:23])[CH:20]=[CH:19][C:16]=43)[CH:10]=2)=[N:7][CH:6]=[N:5]1)([CH3:3])[CH3:2].[C:24]([O:29][C:30]([CH3:33])([CH3:32])[CH3:31])(=[O:28])[C@@H:25]([CH3:27])O.CO.